From a dataset of Full USPTO retrosynthesis dataset with 1.9M reactions from patents (1976-2016). Predict the reactants needed to synthesize the given product. (1) Given the product [OH:2][C:3]1[CH:8]=[CH:7][C:6]([OH:9])=[CH:5][C:4]=1[S:11][C:12]1[C:17]([C:18]([NH:20][CH2:21][C:22]23[CH2:31][CH:26]4[CH2:27][CH:28]([CH2:30][CH:24]([CH2:25]4)[CH2:23]2)[CH2:29]3)=[O:19])=[CH:16][CH:15]=[CH:14][N:13]=1, predict the reactants needed to synthesize it. The reactants are: C[O:2][C:3]1[CH:8]=[CH:7][C:6]([O:9]C)=[CH:5][C:4]=1[S:11][C:12]1[C:17]([C:18]([NH:20][CH2:21][C:22]23[CH2:31][CH:26]4[CH2:27][CH:28]([CH2:30][CH:24]([CH2:25]4)[CH2:23]2)[CH2:29]3)=[O:19])=[CH:16][CH:15]=[CH:14][N:13]=1.B(Br)(Br)Br.CO. (2) Given the product [CH3:13][C:11]1[N:10]=[CH:9][N:8]([C:6]2[N:5]=[CH:4][N:3]=[C:2]([NH2:14])[CH:7]=2)[CH:12]=1, predict the reactants needed to synthesize it. The reactants are: Cl[C:2]1[CH:7]=[C:6]([N:8]2[CH:12]=[C:11]([CH3:13])[N:10]=[CH:9]2)[N:5]=[CH:4][N:3]=1.[NH3:14].